From a dataset of Forward reaction prediction with 1.9M reactions from USPTO patents (1976-2016). Predict the product of the given reaction. (1) The product is: [CH3:45][N:46]1[C:50]([C:2]2[C:11]3[C:6](=[CH:7][CH:8]=[CH:9][CH:10]=3)[C:5]([N:12]3[CH2:17][CH2:16][CH:15]([NH:18][C:19](=[O:25])[O:20][C:21]([CH3:24])([CH3:23])[CH3:22])[CH2:14][CH2:13]3)=[N:4][N:3]=2)=[CH:49][CH:48]=[N:47]1. Given the reactants Cl[C:2]1[C:11]2[C:6](=[CH:7][CH:8]=[CH:9][CH:10]=2)[C:5]([N:12]2[CH2:17][CH2:16][CH:15]([NH:18][C:19](=[O:25])[O:20][C:21]([CH3:24])([CH3:23])[CH3:22])[CH2:14][CH2:13]2)=[N:4][N:3]=1.C1(P(C2C=CC=CC=2)C2C=CC=CC=2)C=CC=CC=1.[CH3:45][N:46]1[C:50](B(O)O)=[CH:49][CH:48]=[N:47]1.C(=O)([O-])[O-].[Na+].[Na+], predict the reaction product. (2) The product is: [CH2:1]1[C:13]2[NH:12][C:11]3[C:6](=[CH:7][CH:8]=[CH:9][CH:10]=3)[C:5]=2[CH2:4][CH2:3][CH:2]1[NH2:14]. Given the reactants [CH2:1]1[C:13]2[NH:12][C:11]3[C:6](=[CH:7][CH:8]=[CH:9][CH:10]=3)[C:5]=2[CH2:4][CH2:3][C:2]1=[N:14]O.[OH-].[Na+], predict the reaction product. (3) Given the reactants C[O:2][C:3]1[C:12]2[C:7](=[CH:8][CH:9]=[CH:10][CH:11]=2)[C:6]([O:18][CH2:19][C:20]([O:22]CC)=[O:21])([CH2:13][CH2:14][CH:15]([CH3:17])[CH3:16])[C:5](=[O:25])[CH:4]=1, predict the reaction product. The product is: [CH3:16][CH:15]([CH3:17])[CH2:14][CH2:13][C:6]1([O:18][CH2:19][C:20]([OH:22])=[O:21])[C:7]2[C:12](=[CH:11][CH:10]=[CH:9][CH:8]=2)[C:3](=[O:2])[CH2:4][C:5]1=[O:25]. (4) Given the reactants [C:1]([N:8]1[CH2:15][CH2:14][CH2:13][C@H:9]1[C:10](O)=O)(OC(C)(C)C)=O.C1C=CC2N(O)N=[N:22][C:20]=2C=1.CN1CCOCC1.C(Cl)CCl, predict the reaction product. The product is: [N:22]1[C:20]2[CH:10]=[CH:9][CH:13]=[CH:14][C:15]=2[NH:8][CH:1]=1. (5) Given the reactants [C:1]([Si:5]([O:8][C:9]1[CH:14]=[C:13]([O:15][CH2:16][CH3:17])[CH:12]=[CH:11][C:10]=1[F:18])([CH3:7])[CH3:6])([CH3:4])([CH3:3])[CH3:2].CN(C)CCN(C)CCN(C)C.C([Li])CCC.CN([CH:39]=[O:40])C, predict the reaction product. The product is: [C:1]([Si:5]([CH3:7])([CH3:6])[O:8][C:9]1[C:10]([F:18])=[C:11]([CH:12]=[C:13]([O:15][CH2:16][CH3:17])[CH:14]=1)[CH:39]=[O:40])([CH3:4])([CH3:3])[CH3:2]. (6) Given the reactants C([NH:4][C:5]1[C:10]([CH3:11])=[CH:9][C:8]([CH2:12][CH2:13][C:14]([C:16]2[S:17][C:18]([CH2:27][CH3:28])=[C:19]3[CH2:24][C:23]([CH3:26])([CH3:25])[CH2:22][CH2:21][C:20]=23)=[O:15])=[CH:7][C:6]=1[CH3:29])C=C.C[N+]1([O-])CC[O:34]CC1.[CH3:38][C:39]([CH3:41])=[O:40], predict the reaction product. The product is: [NH3:4].[OH:40][CH:39]([CH2:41][OH:34])[CH2:38][NH:4][C:5]1[C:10]([CH3:11])=[CH:9][C:8]([CH2:12][CH2:13][C:14]([C:16]2[S:17][C:18]([CH2:27][CH3:28])=[C:19]3[CH2:24][C:23]([CH3:26])([CH3:25])[CH2:22][CH2:21][C:20]=23)=[O:15])=[CH:7][C:6]=1[CH3:29]. (7) The product is: [Br:1][C:2]1[CH:11]=[C:10]2[C:5]([CH2:6][C:7]([CH2:14][O:15][Si:20]([C:16]([CH3:19])([CH3:18])[CH3:17])([CH3:22])[CH3:21])([CH3:13])[CH2:8][C:9]2=[O:12])=[CH:4][CH:3]=1. Given the reactants [Br:1][C:2]1[CH:11]=[C:10]2[C:5]([CH2:6][C:7]([CH2:14][OH:15])([CH3:13])[CH2:8][C:9]2=[O:12])=[CH:4][CH:3]=1.[C:16]([Si:20](Cl)([CH3:22])[CH3:21])([CH3:19])([CH3:18])[CH3:17].N1C=CN=C1, predict the reaction product. (8) Given the reactants [CH3:1][O:2][C:3](=[O:39])[CH2:4][O:5][C:6]1[CH:15]=[CH:14][C:13]([F:16])=[C:12]2[C:7]=1[C:8]([O:35][CH:36]([F:38])[F:37])=[C:9]([CH2:19][C:20]1[CH:25]=[CH:24][C:23](B3OC(C)(C)C(C)(C)O3)=[CH:22][CH:21]=1)[C:10]([CH2:17][CH3:18])=[N:11]2.[Cl:40][C:41]1[CH:42]=[N:43][NH:44][CH:45]=1.N1C=CC=CC=1, predict the reaction product. The product is: [CH3:1][O:2][C:3](=[O:39])[CH2:4][O:5][C:6]1[CH:15]=[CH:14][C:13]([F:16])=[C:12]2[C:7]=1[C:8]([O:35][CH:36]([F:38])[F:37])=[C:9]([CH2:19][C:20]1[CH:25]=[CH:24][C:23]([N:43]3[CH:42]=[C:41]([Cl:40])[CH:45]=[N:44]3)=[CH:22][CH:21]=1)[C:10]([CH2:17][CH3:18])=[N:11]2.